This data is from Full USPTO retrosynthesis dataset with 1.9M reactions from patents (1976-2016). The task is: Predict the reactants needed to synthesize the given product. (1) Given the product [CH:25]([NH:28][C:22]([C:3]1[N:4]=[N:5][C:6]([O:8][CH2:9][C:10]2[C:11]([C:16]3[CH:17]=[CH:18][CH:19]=[CH:20][CH:21]=3)=[N:12][O:13][C:14]=2[CH3:15])=[CH:7][C:2]=1[CH3:1])=[O:24])([CH3:27])[CH3:26], predict the reactants needed to synthesize it. The reactants are: [CH3:1][C:2]1[CH:7]=[C:6]([O:8][CH2:9][C:10]2[C:11]([C:16]3[CH:21]=[CH:20][CH:19]=[CH:18][CH:17]=3)=[N:12][O:13][C:14]=2[CH3:15])[N:5]=[N:4][C:3]=1[C:22]([OH:24])=O.[CH:25]([NH2:28])([CH3:27])[CH3:26]. (2) Given the product [Br:26][CH2:17][C:16]1[N:12]([C:3]2[CH:4]=[CH:5][C:6]([C:8]([F:9])([F:10])[F:11])=[CH:7][C:2]=2[Cl:1])[N:13]=[N:14][C:15]=1[C:18]1[CH:19]=[CH:20][C:21]([O:24][CH3:25])=[CH:22][CH:23]=1, predict the reactants needed to synthesize it. The reactants are: [Cl:1][C:2]1[CH:7]=[C:6]([C:8]([F:11])([F:10])[F:9])[CH:5]=[CH:4][C:3]=1[N:12]1[C:16]([CH3:17])=[C:15]([C:18]2[CH:23]=[CH:22][C:21]([O:24][CH3:25])=[CH:20][CH:19]=2)[N:14]=[N:13]1.[Br:26]N1C(=O)CCC1=O.C(OOC(=O)C1C=CC=CC=1)(=O)C1C=CC=CC=1. (3) Given the product [CH3:8][S:9]([CH2:12][CH2:13][NH:14][C:2]1[CH2:6][S:5][C:4](=[O:7])[N:3]=1)(=[O:11])=[O:10], predict the reactants needed to synthesize it. The reactants are: S=[C:2]1[CH2:6][S:5][C:4](=[O:7])[NH:3]1.[CH3:8][S:9]([CH2:12][CH2:13][NH2:14])(=[O:11])=[O:10]. (4) The reactants are: [Si]([O:8][C@H:9]1[CH2:13][CH2:12][N:11]([CH2:14][C@@H:15]([N:27](C)[C:28](=O)OCC2C=CC=CC=2)[C:16]2[CH:21]=[CH:20][CH:19]=[C:18]([C:22]3[S:23][CH:24]=[CH:25][N:26]=3)[CH:17]=2)[CH2:10]1)(C(C)(C)C)(C)C. Given the product [CH3:28][NH:27][C@@H:15]([C:16]1[CH:21]=[CH:20][CH:19]=[C:18]([C:22]2[S:23][CH:24]=[CH:25][N:26]=2)[CH:17]=1)[CH2:14][N:11]1[CH2:12][CH2:13][C@H:9]([OH:8])[CH2:10]1, predict the reactants needed to synthesize it. (5) Given the product [Cl:20][C:15]1[CH:14]=[C:13]([C:11]2[CH:10]=[C:9]([CH3:21])[N:8]=[C:7]([N:5]3[CH:6]=[C:2]([C:26]4[CH:27]=[CH:28][C:23]([NH2:22])=[N:24][CH:25]=4)[N:3]=[CH:4]3)[N:12]=2)[CH:18]=[CH:17][C:16]=1[Cl:19], predict the reactants needed to synthesize it. The reactants are: Br[C:2]1[N:3]=[CH:4][N:5]([C:7]2[N:12]=[C:11]([C:13]3[CH:18]=[CH:17][C:16]([Cl:19])=[C:15]([Cl:20])[CH:14]=3)[CH:10]=[C:9]([CH3:21])[N:8]=2)[CH:6]=1.[NH2:22][C:23]1[CH:28]=[CH:27][C:26](B2OC(C)(C)C(C)(C)O2)=[CH:25][N:24]=1.